From a dataset of Forward reaction prediction with 1.9M reactions from USPTO patents (1976-2016). Predict the product of the given reaction. Given the reactants [CH:1]1([NH2:6])[CH2:5][CH2:4][CH2:3][CH2:2]1.[Cl:7][CH2:8][CH2:9][N:10]=[C:11]=[O:12], predict the reaction product. The product is: [Cl:7][CH2:8][CH2:9][NH:10][C:11]([NH:6][CH:1]1[CH2:5][CH2:4][CH2:3][CH2:2]1)=[O:12].